Dataset: Full USPTO retrosynthesis dataset with 1.9M reactions from patents (1976-2016). Task: Predict the reactants needed to synthesize the given product. (1) Given the product [Cl:1][C:2]1[CH:11]=[CH:10][C:9]2[N:8]=[CH:7][C:6]3[N:12]([S:42]([C:37]4[CH:38]=[CH:39][CH:40]=[CH:41][C:36]=4[C:34]#[N:35])(=[O:44])=[O:43])[C:13](=[O:26])[N:14]([C:15]4[CH:20]=[CH:19][C:18]([C:21]([C:22]#[N:23])([CH3:24])[CH3:25])=[CH:17][CH:16]=4)[C:5]=3[C:4]=2[CH:3]=1, predict the reactants needed to synthesize it. The reactants are: [Cl:1][C:2]1[CH:11]=[CH:10][C:9]2[N:8]=[CH:7][C:6]3[NH:12][C:13](=[O:26])[N:14]([C:15]4[CH:20]=[CH:19][C:18]([C:21]([CH3:25])([CH3:24])[C:22]#[N:23])=[CH:17][CH:16]=4)[C:5]=3[C:4]=2[CH:3]=1.C(N(CC)CC)C.[C:34]([C:36]1[CH:41]=[CH:40][CH:39]=[CH:38][C:37]=1[S:42](Cl)(=[O:44])=[O:43])#[N:35].O. (2) Given the product [NH2:15][C:5]1[C:6]2[N:7]([C:10]([CH3:14])=[C:11]([CH3:13])[N:12]=2)[CH:8]=[CH:9][C:4]=1[C:1](=[O:3])[CH:2]=[CH:21][C:18]1[CH:19]=[CH:20][S:16][CH:17]=1, predict the reactants needed to synthesize it. The reactants are: [C:1]([C:4]1[CH:9]=[CH:8][N:7]2[C:10]([CH3:14])=[C:11]([CH3:13])[N:12]=[C:6]2[C:5]=1[NH2:15])(=[O:3])[CH3:2].[S:16]1[CH:20]=[CH:19][C:18]([CH:21]=O)=[CH:17]1.[OH-].[Na+]. (3) The reactants are: [CH3:1][O:2][C:3](=[O:12])[C:4]1[CH:9]=[CH:8][CH:7]=[C:6]([CH2:10]Br)[CH:5]=1.[C:13](=O)([O-])[O-:14].[K+].[K+]. Given the product [CH3:1][O:2][C:3](=[O:12])[C:4]1[CH:9]=[CH:8][CH:7]=[C:6]([CH2:10][O:14][CH3:13])[CH:5]=1, predict the reactants needed to synthesize it. (4) Given the product [N:14]1[CH:13]=[CH:15][CH:23]=[CH:19][C:20]=1[C:32]1[N:33]=[C:34]([C:7]2[CH:11]=[C:3]([C:1]#[N:2])[CH:4]=[CH:5][C:6]=2[F:12])[O:35][N:27]=1, predict the reactants needed to synthesize it. The reactants are: [C:1]([C:3]1[CH:4]=[CH:5][C:6]([F:12])=[C:7]([CH:11]=1)C(Cl)=O)#[N:2].[C:13]([C:15]1C=CC(F)=[C:19]([CH:23]=1)[C:20](O)=O)#[N:14].C([N:27](CC)CC)C.[CH3:32][N:33](C)[CH:34]=[O:35]. (5) Given the product [Br:19][C:16]1[CH:15]=[C:14]2[C:13](=[CH:18][CH:17]=1)[N:12]=[C:10]([C:9]([O:8][CH2:6][CH3:7])=[O:23])[N:5]=[C:20]2[CH3:21], predict the reactants needed to synthesize it. The reactants are: C([O-])(=O)C.[NH4+:5].[CH2:6]([O:8][C:9](=[O:23])[C:10]([NH:12][C:13]1[CH:18]=[CH:17][C:16]([Br:19])=[CH:15][C:14]=1[C:20](=O)[CH3:21])=O)[CH3:7].